Dataset: Forward reaction prediction with 1.9M reactions from USPTO patents (1976-2016). Task: Predict the product of the given reaction. (1) The product is: [NH2:32][CH2:2][CH2:3][CH2:4][CH2:5][CH2:6][CH2:7][O:8][C:9]1[C:10]([O:29][CH3:30])=[CH:11][CH:12]=[C:13]2[C:18]=1[NH:17][C:16](=[O:19])[CH:15]=[C:14]2[NH:20][C:21]1[C:22]([Cl:28])=[CH:23][N:24]=[CH:25][C:26]=1[Cl:27]. Given the reactants Cl[CH2:2][CH2:3][CH2:4][CH2:5][CH2:6][CH2:7][O:8][C:9]1[C:10]([O:29][CH3:30])=[CH:11][CH:12]=[C:13]2[C:18]=1[NH:17][C:16](=[O:19])[CH:15]=[C:14]2[NH:20][C:21]1[C:26]([Cl:27])=[CH:25][N:24]=[CH:23][C:22]=1[Cl:28].[OH-].[NH4+:32], predict the reaction product. (2) Given the reactants Br[C:2]1[CH:11]=[C:10]2[C:5]([CH:6]=[C:7]([O:13][CH3:14])[C:8](=[O:12])[NH:9]2)=[CH:4][CH:3]=1.[F:15][C:16]1[CH:21]=[CH:20][C:19](B(O)O)=[CH:18][CH:17]=1.C([O-])([O-])=O.[Na+].[Na+], predict the reaction product. The product is: [F:15][C:16]1[CH:21]=[CH:20][C:19]([C:2]2[CH:11]=[C:10]3[C:5]([CH:6]=[C:7]([O:13][CH3:14])[C:8](=[O:12])[NH:9]3)=[CH:4][CH:3]=2)=[CH:18][CH:17]=1. (3) Given the reactants [CH3:1][O:2][C:3]1[N:8]=[CH:7][C:6]([C:9]2[CH:17]=[CH:16][CH:15]=[CH:14][C:10]=2C(O)=O)=[CH:5][CH:4]=1.C(N(CC)CC)C.CN([C:28]([O:32]N1N=NC2C=CC=CC1=2)=[N+](C)C)C.[B-](F)(F)(F)F.[NH:47]1[CH2:52][CH:51]=[C:50]([C:53]2[CH:54]=[C:55]([CH:58]=[CH:59][CH:60]=2)[C:56]#[N:57])[CH2:49][CH2:48]1, predict the reaction product. The product is: [CH3:1][O:2][C:3]1[N:8]=[CH:7][C:6]([C:9]2[CH:10]=[CH:14][C:15]([C:28]([N:47]3[CH2:48][CH:49]=[C:50]([C:53]4[CH:54]=[C:55]([CH:58]=[CH:59][CH:60]=4)[C:56]#[N:57])[CH2:51][CH2:52]3)=[O:32])=[CH:16][CH:17]=2)=[CH:5][CH:4]=1.